Predict the reactants needed to synthesize the given product. From a dataset of Full USPTO retrosynthesis dataset with 1.9M reactions from patents (1976-2016). (1) Given the product [Br:7][C:8]1[CH:9]=[C:10]([N:15]2[CH2:20][CH2:19][O:18][CH2:17][CH2:16]2)[C:11]([O:3][CH2:2][CH2:1][OH:4])=[N:12][CH:13]=1, predict the reactants needed to synthesize it. The reactants are: [CH2:1]([OH:4])[CH2:2][OH:3].[H-].[Na+].[Br:7][C:8]1[CH:9]=[C:10]([N:15]2[CH2:20][CH2:19][O:18][CH2:17][CH2:16]2)[C:11](F)=[N:12][CH:13]=1. (2) Given the product [Cl:1][C:2]1[CH:3]=[CH:4][C:5]([O:23][CH3:24])=[C:6]([CH:22]=1)[C:7]([NH:9][CH2:10][CH2:11][CH:12]1[CH2:17][CH2:16][N:15]([S:18]([NH:21][C:35]([NH:34][CH2:31][CH2:32][CH3:33])=[S:36])(=[O:20])=[O:19])[CH2:14][CH2:13]1)=[O:8], predict the reactants needed to synthesize it. The reactants are: [Cl:1][C:2]1[CH:3]=[CH:4][C:5]([O:23][CH3:24])=[C:6]([CH:22]=1)[C:7]([NH:9][CH2:10][CH2:11][CH:12]1[CH2:17][CH2:16][N:15]([S:18]([NH2:21])(=[O:20])=[O:19])[CH2:14][CH2:13]1)=[O:8].C(=O)([O-])[O-].[Cs+].[Cs+].[CH2:31]([N:34]=[C:35]=[S:36])[CH2:32][CH3:33]. (3) Given the product [CH:33]1([CH2:32][O:31][C:27]2[CH:28]=[C:29]3[C:24](=[CH:25][CH:26]=2)[N:23]=[C:22]([NH:36][CH2:37][CH2:38][NH:39][C:40](=[O:42])[CH3:41])[C:21]([CH2:20][C:6]2[C:7]4[C:12](=[CH:11][C:10]([O:13][CH3:14])=[C:9]([O:15][CH3:16])[CH:8]=4)[C:3]([CH2:1][CH3:2])=[N:4][C:5]=2[OH:17])=[CH:30]3)[CH2:34][CH2:35]1, predict the reactants needed to synthesize it. The reactants are: [CH2:1]([C:3]1[C:12]2[C:7](=[CH:8][C:9]([O:15][CH3:16])=[C:10]([O:13][CH3:14])[CH:11]=2)[CH:6]=[C:5]([OH:17])[N:4]=1)[CH3:2].Cl.Cl[CH2:20][C:21]1[C:22]([NH:36][CH2:37][CH2:38][NH:39][C:40](=[O:42])[CH3:41])=[N:23][C:24]2[C:29]([CH:30]=1)=[CH:28][C:27]([O:31][CH2:32][CH:33]1[CH2:35][CH2:34]1)=[CH:26][CH:25]=2.[Li+].[OH-]. (4) Given the product [Cl:1][C:2]1[CH:7]=[C:6]([Cl:8])[N:5]=[C:4]([NH2:9])[C:3]=1[NH2:10], predict the reactants needed to synthesize it. The reactants are: [Cl:1][C:2]1[CH:7]=[C:6]([Cl:8])[N:5]=[C:4]([NH2:9])[C:3]=1[N+:10]([O-])=O.[NH4+].[Cl-]. (5) Given the product [Cl:35][C:29]1[CH:30]=[C:31]([F:34])[CH:32]=[CH:33][C:28]=1[C@@H:19]1[N:20]=[C:21]([C:23]2[S:24][CH:25]=[CH:26][N:27]=2)[NH:22][C:17]([CH2:16][N:6]2[CH2:7][C:3]([F:2])([F:14])[CH2:4][C@H:5]2[CH2:8][CH:9]([CH3:13])[C:10]([OH:12])=[O:11])=[C:18]1[C:36]([O:38][CH3:39])=[O:37], predict the reactants needed to synthesize it. The reactants are: Cl.[F:2][C:3]1([F:14])[CH2:7][NH:6][C@H:5]([CH2:8][CH:9]([CH3:13])[C:10]([OH:12])=[O:11])[CH2:4]1.Br[CH2:16][C:17]1[NH:22][C:21]([C:23]2[S:24][CH:25]=[CH:26][N:27]=2)=[N:20][C@@H:19]([C:28]2[CH:33]=[CH:32][C:31]([F:34])=[CH:30][C:29]=2[Cl:35])[C:18]=1[C:36]([O:38][CH3:39])=[O:37].C(=O)([O-])[O-].[K+].[K+]. (6) Given the product [BrH:2].[OH:6][C:7]1[CH:12]=[CH:11][CH:10]=[CH:9][C:8]=1[CH2:13][CH2:14][NH:15][CH2:16][C:17]1[CH:18]=[CH:19][C:20]([C:21]([O:23][CH3:24])=[O:22])=[CH:25][CH:26]=1, predict the reactants needed to synthesize it. The reactants are: B(Br)(Br)[Br:2].C[O:6][C:7]1[CH:12]=[CH:11][CH:10]=[CH:9][C:8]=1[CH2:13][CH2:14][NH:15][CH2:16][C:17]1[CH:26]=[CH:25][C:20]([C:21]([O:23][CH3:24])=[O:22])=[CH:19][CH:18]=1.CO.